This data is from Full USPTO retrosynthesis dataset with 1.9M reactions from patents (1976-2016). The task is: Predict the reactants needed to synthesize the given product. (1) Given the product [Cl:1][C:2]1[CH:3]=[C:4]([NH:16][C:17]2[C:26]3[C:21](=[CH:22][CH:23]=[CH:24][C:25]=3[O:27][C@H:28]([CH3:33])[C:29]([NH2:35])=[O:31])[N:20]=[CH:19][N:18]=2)[CH:5]=[CH:6][C:7]=1[O:8][CH2:9][C:10]1[CH:15]=[CH:14][CH:13]=[CH:12][N:11]=1, predict the reactants needed to synthesize it. The reactants are: [Cl:1][C:2]1[CH:3]=[C:4]([NH:16][C:17]2[C:26]3[C:21](=[CH:22][CH:23]=[CH:24][C:25]=3[O:27][C@H:28]([CH3:33])[C:29]([O:31]C)=O)[N:20]=[CH:19][N:18]=2)[CH:5]=[CH:6][C:7]=1[O:8][CH2:9][C:10]1[CH:15]=[CH:14][CH:13]=[CH:12][N:11]=1.O.[NH3:35]. (2) Given the product [CH3:8][N:6]1[C:5](=[O:9])[CH:4]=[CH:3][C:2]([B:32]([OH:33])[OH:31])=[CH:7]1, predict the reactants needed to synthesize it. The reactants are: Br[C:2]1[CH:3]=[CH:4][C:5](=[O:9])[N:6]([CH3:8])[CH:7]=1.C1(P(C2CCCCC2)C2CCCCC2)CCCCC1.CC1(C)C(C)(C)[O:33][B:32](B2OC(C)(C)C(C)(C)O2)[O:31]1.C([O-])(=O)C.[K+].Cl.